Task: Predict the reaction yield, written as a fraction of the theoretical maximum amount of product (1.0 means a 100% yield; for example, 0.34 means a 34% yield).. Dataset: Reaction yield outcomes from USPTO patents with 853,638 reactions (1) The reactants are C1C=CC(P(C2C=CC=CC=2)C2C=CC=CC=2)=CC=1.CCN(CC)CC.C(Cl)(Cl)(Cl)Cl.[NH:32]=[C:33]([NH:35][NH:36][C:37]([C:39]1[C:44]([NH:45][C:46]2[CH:51]=[CH:50][C:49]([Br:52])=[CH:48][C:47]=2[F:53])=[C:43]([F:54])[C:42](=[O:55])[N:41]([CH3:56])[CH:40]=1)=O)[CH3:34]. The catalyst is C(Cl)Cl.C(OCC)(=O)C. The product is [Br:52][C:49]1[CH:50]=[CH:51][C:46]([NH:45][C:44]2[C:39]([C:37]3[NH:32][C:33]([CH3:34])=[N:35][N:36]=3)=[CH:40][N:41]([CH3:56])[C:42](=[O:55])[C:43]=2[F:54])=[C:47]([F:53])[CH:48]=1. The yield is 0.500. (2) The reactants are [N+:1]([C:4]1[CH:5]=[C:6]([CH:13]=[CH:14][C:15]=1[OH:16])[CH2:7][C@@H:8]([C:10]([OH:12])=[O:11])[NH2:9])([O-:3])=[O:2].[C:17]([O:21][C:22](O[C:22]([O:21][C:17]([CH3:20])([CH3:19])[CH3:18])=[O:23])=[O:23])([CH3:20])([CH3:19])[CH3:18]. The catalyst is [OH-].[Na+].C(O)(C)(C)C. The product is [C:17]([O:21][C:22]([NH:9][C@H:8]([C:10]([OH:12])=[O:11])[CH2:7][C:6]1[CH:13]=[CH:14][C:15]([OH:16])=[C:4]([N+:1]([O-:3])=[O:2])[CH:5]=1)=[O:23])([CH3:20])([CH3:19])[CH3:18]. The yield is 0.650.